From a dataset of Reaction yield outcomes from USPTO patents with 853,638 reactions. Predict the reaction yield, written as a fraction of the theoretical maximum amount of product (1.0 means a 100% yield; for example, 0.34 means a 34% yield). (1) The reactants are C[O:2][C:3]1[CH:4]=[N:5][CH:6]=[C:7]([CH:10]=1)[C:8]#[N:9].Cl.N1C=CC=CC=1.O.C(=O)(O)[O-].[Na+]. The catalyst is C(OCC)C. The product is [OH:2][C:3]1[CH:4]=[N:5][CH:6]=[C:7]([CH:10]=1)[C:8]#[N:9]. The yield is 0.950. (2) The reactants are FC(F)(F)C(O)=O.C(OC([NH:15][C@H:16]1[CH2:20][CH2:19][N:18]([C:21]2[CH:33]=[CH:32][C:24]([C:25]([O:27]C(C)(C)C)=[O:26])=[C:23]([NH:34][CH:35]3[CH2:40][CH2:39][O:38][CH2:37][CH2:36]3)[CH:22]=2)[CH2:17]1)=O)(C)(C)C. The catalyst is ClCCl. The product is [NH2:15][C@H:16]1[CH2:20][CH2:19][N:18]([C:21]2[CH:33]=[CH:32][C:24]([C:25]([OH:27])=[O:26])=[C:23]([NH:34][CH:35]3[CH2:40][CH2:39][O:38][CH2:37][CH2:36]3)[CH:22]=2)[CH2:17]1. The yield is 1.00. (3) The reactants are [NH2:1][C:2]1[C:11]2[C:6](=[C:7](I)[CH:8]=[CH:9][CH:10]=2)[N:5]=[N:4][C:3]=1[C:13]([NH:15][CH2:16][CH2:17][CH3:18])=[O:14].[CH3:19][C:20]1[CH:25]=[CH:24][C:23]([Sn](C)(C)C)=[CH:22][N:21]=1. No catalyst specified. The product is [NH2:1][C:2]1[C:11]2[C:6](=[C:7]([C:23]3[CH:22]=[N:21][C:20]([CH3:19])=[CH:25][CH:24]=3)[CH:8]=[CH:9][CH:10]=2)[N:5]=[N:4][C:3]=1[C:13]([NH:15][CH2:16][CH2:17][CH3:18])=[O:14]. The yield is 0.760. (4) The reactants are [Li]CCCC.[Br:6][C:7]1[CH:12]=[C:11]([F:13])[CH:10]=[CH:9][C:8]=1I.[F:15][CH:16]([F:22])[C:17](OCC)=[O:18].Cl. The catalyst is C1COCC1. The product is [Br:6][C:7]1[CH:12]=[C:11]([F:13])[CH:10]=[CH:9][C:8]=1[C:17](=[O:18])[CH:16]([F:22])[F:15]. The yield is 0.640. (5) The reactants are [Si:1](Cl)([C:4]([CH3:7])([CH3:6])[CH3:5])([CH3:3])[CH3:2].C(N(CC)CC)C.[CH3:16][C@@:17]12[C:25](=[O:26])[CH2:24][CH2:23][C@H:22]1[C@@H:21]1[CH2:27][CH:28]=[C:29]3[CH2:34][C@@H:33]([OH:35])[CH2:32][CH2:31][C@:30]3([CH3:36])[C@H:20]1[CH2:19][CH2:18]2.O. The catalyst is CN(C)C1C=CN=CC=1.CN(C=O)C. The product is [CH3:5][C:4]([Si:1]([CH3:3])([CH3:2])[O:35][C@H:33]1[CH2:32][CH2:31][C@@:30]2([CH3:36])[C:29](=[CH:28][CH2:27][C@@H:21]3[C@@H:20]2[CH2:19][CH2:18][C@@:17]2([CH3:16])[C@H:22]3[CH2:23][CH2:24][C:25]2=[O:26])[CH2:34]1)([CH3:7])[CH3:6]. The yield is 0.880.